Task: Predict the reactants needed to synthesize the given product.. Dataset: Full USPTO retrosynthesis dataset with 1.9M reactions from patents (1976-2016) (1) Given the product [Br:21][C:22]1[CH:29]=[CH:28][C:25]([C:26]2[N:12]([CH2:11][C@@H:8]3[CH2:9][CH2:10][N:6]([C:4]([CH:1]4[CH2:3][CH2:2]4)=[O:5])[CH2:7]3)[C:13]3[CH:18]=[CH:17][C:16]([F:19])=[CH:15][C:14]=3[N:20]=2)=[CH:24][CH:23]=1, predict the reactants needed to synthesize it. The reactants are: [CH:1]1([C:4]([N:6]2[CH2:10][CH2:9][C@@H:8]([CH2:11][NH:12][C:13]3[C:14]([NH2:20])=[CH:15][C:16]([F:19])=[CH:17][CH:18]=3)[CH2:7]2)=[O:5])[CH2:3][CH2:2]1.[Br:21][C:22]1[CH:29]=[CH:28][C:25]([CH:26]=O)=[CH:24][CH:23]=1. (2) Given the product [CH3:1][C:2]1[N:10]([CH:27]([C:28](=[O:30])[CH3:29])[CH3:31])[C:5]2=[N:6][CH:7]=[CH:8][CH:9]=[C:4]2[C:3]=1[C:11]([O:13][C:14]([CH3:17])([CH3:16])[CH3:15])=[O:12], predict the reactants needed to synthesize it. The reactants are: [CH3:1][C:2]1[NH:10][C:5]2=[N:6][CH:7]=[CH:8][CH:9]=[C:4]2[C:3]=1[C:11]([O:13][C:14]([CH3:17])([CH3:16])[CH3:15])=[O:12].C([O-])([O-])=O.[Cs+].[Cs+].[I-].[K+].Cl[CH:27]([CH3:31])[C:28](=[O:30])[CH3:29]. (3) Given the product [F:1][C:2]1[CH:7]=[CH:6][CH:5]=[CH:4][C:3]=1[NH:8][C:9]1[O:13][C:12]([C:14]([NH:16][C:17]2[CH:18]=[CH:19][C:20]([C@H:23]3[CH2:28][CH2:27][C@H:26]([CH2:29][C:30]([N:66]4[CH2:75][CH2:74][CH:69]([C:70]([O:72][CH3:73])=[O:71])[CH2:68][CH2:67]4)=[O:31])[CH2:25][CH2:24]3)=[CH:21][CH:22]=2)=[O:15])=[N:11][N:10]=1, predict the reactants needed to synthesize it. The reactants are: [F:1][C:2]1[CH:7]=[CH:6][CH:5]=[CH:4][C:3]=1[NH:8][C:9]1[O:13][C:12]([C:14]([NH:16][C:17]2[CH:22]=[CH:21][C:20]([C@H:23]3[CH2:28][CH2:27][C@H:26]([CH2:29][C:30](O)=[O:31])[CH2:25][CH2:24]3)=[CH:19][CH:18]=2)=[O:15])=[N:11][N:10]=1.CN(C(ON1N=NC2C=CC=NC1=2)=[N+](C)C)C.F[P-](F)(F)(F)(F)F.C(N(C(C)C)CC)(C)C.[NH:66]1[CH2:75][CH2:74][CH:69]([C:70]([O:72][CH3:73])=[O:71])[CH2:68][CH2:67]1. (4) Given the product [C:1]([CH:5]1[CH2:10][CH2:9][CH2:8]/[C:7](=[CH:17]\[N:18]([CH3:20])[CH3:19])/[C:6]1=[O:11])([CH3:4])([CH3:2])[CH3:3], predict the reactants needed to synthesize it. The reactants are: [C:1]([CH:5]1[CH2:10][CH2:9][CH2:8][CH2:7][C:6]1=[O:11])([CH3:4])([CH3:3])[CH3:2].C(O[CH:17](N(C)C)[N:18]([CH3:20])[CH3:19])(C)(C)C. (5) Given the product [ClH:34].[ClH:34].[CH3:1][C:2]1[S:6][C:5]([C:7]2[C:8](=[O:33])[NH:9][C:10](=[O:32])[N:11]([CH2:13][CH2:14][CH2:15][N:16]3[CH2:21][C@H:20]4[C@:18]([C:22]5[CH:27]=[CH:26][C:25]([C:28]([F:31])([F:30])[F:29])=[CH:24][CH:23]=5)([CH2:19]4)[CH2:17]3)[CH:12]=2)=[N:4][N:3]=1, predict the reactants needed to synthesize it. The reactants are: [CH3:1][C:2]1[S:6][C:5]([C:7]2[C:8](=[O:33])[NH:9][C:10](=[O:32])[N:11]([CH2:13][CH2:14][CH2:15][N:16]3[CH2:21][C@H:20]4[C@:18]([C:22]5[CH:27]=[CH:26][C:25]([C:28]([F:31])([F:30])[F:29])=[CH:24][CH:23]=5)([CH2:19]4)[CH2:17]3)[CH:12]=2)=[N:4][N:3]=1.[ClH:34]. (6) Given the product [CH:21]1([CH2:20][CH:16]([C:13]2[CH:14]=[CH:15][C:10]([NH:9][C:1](=[O:8])[C:2]3[CH:7]=[CH:6][CH:5]=[CH:4][CH:3]=3)=[CH:11][CH:12]=2)[C:17](=[O:19])[NH:53][C:54]2[S:55][CH:56]=[CH:57][N:58]=2)[CH2:25][CH2:24][CH2:23][CH2:22]1, predict the reactants needed to synthesize it. The reactants are: [C:1]([NH:9][C:10]1[CH:15]=[CH:14][C:13]([CH:16]([CH2:20][CH:21]2[CH2:25][CH2:24][CH2:23][CH2:22]2)[C:17]([OH:19])=O)=[CH:12][CH:11]=1)(=[O:8])[C:2]1[CH:7]=[CH:6][CH:5]=[CH:4][CH:3]=1.F[P-](F)(F)(F)(F)F.N1(O[P+](N(C)C)(N(C)C)N(C)C)C2C=CC=CC=2N=N1.[NH2:53][C:54]1[S:55][CH:56]=[CH:57][N:58]=1.C(N(CC)C(C)C)(C)C.